The task is: Regression. Given a peptide amino acid sequence and an MHC pseudo amino acid sequence, predict their binding affinity value. This is MHC class I binding data.. This data is from Peptide-MHC class I binding affinity with 185,985 pairs from IEDB/IMGT. The peptide sequence is LDEFKPIVQY. The MHC is H-2-Kk with pseudo-sequence H-2-Kk. The binding affinity (normalized) is 0.0929.